The task is: Predict the product of the given reaction.. This data is from Forward reaction prediction with 1.9M reactions from USPTO patents (1976-2016). (1) Given the reactants [F:1][C:2]1[CH:17]=[CH:16][C:5]([O:6][C:7]2[CH:8]=[N:9][C:10]([C:13](=O)[CH3:14])=[N:11][CH:12]=2)=[CH:4][CH:3]=1.[BH3-]C#[N:20].[Na+], predict the reaction product. The product is: [F:1][C:2]1[CH:17]=[CH:16][C:5]([O:6][C:7]2[CH:8]=[N:9][C:10]([CH:13]([NH2:20])[CH3:14])=[N:11][CH:12]=2)=[CH:4][CH:3]=1. (2) Given the reactants [CH3:1][C:2]1[N:7]=[C:6]([C:8]([N:10]2[C@H:16]([CH2:17][OH:18])[CH2:15][C@@H:14]3[C@@H:12]([CH2:13]3)[CH2:11]2)=[O:9])[C:5]([O:19][CH2:20][CH2:21][CH3:22])=[CH:4][CH:3]=1.[H-].[Na+].[Cl:25][C:26]1[CH:31]=[CH:30][C:29]([C:32]([F:35])([F:34])[F:33])=[CH:28][N:27]=1, predict the reaction product. The product is: [ClH:25].[CH3:1][C:2]1[N:7]=[C:6]([C:8]([N:10]2[C@H:16]([CH2:17][O:18][C:26]3[CH:31]=[CH:30][C:29]([C:32]([F:35])([F:34])[F:33])=[CH:28][N:27]=3)[CH2:15][C@@H:14]3[C@@H:12]([CH2:13]3)[CH2:11]2)=[O:9])[C:5]([O:19][CH2:20][CH2:21][CH3:22])=[CH:4][CH:3]=1.[CH3:1][C:2]1[N:7]=[C:6]([C:8]([N:10]2[C@H:16]([CH2:17][O:18][C:26]3[CH:31]=[CH:30][C:29]([C:32]([F:35])([F:34])[F:33])=[CH:28][N:27]=3)[CH2:15][C@@H:14]3[C@@H:12]([CH2:13]3)[CH2:11]2)=[O:9])[C:5]([O:19][CH2:20][CH2:21][CH3:22])=[CH:4][CH:3]=1. (3) Given the reactants [CH3:1][O:2][C:3]1[CH:8]=[CH:7][C:6]([N:9]([CH2:34][C:35]2[CH:36]=[N:37][CH:38]=[CH:39][C:40]=2[CH3:41])[CH:10]2[CH2:15][CH2:14][N:13]([C@H:16]([CH3:33])[CH2:17][CH2:18][NH:19][C:20](=[O:32])[C:21]3[C:29]([CH3:30])=[CH:28][C:24]([C:25]([OH:27])=O)=[CH:23][C:22]=3[CH3:31])[CH2:12][CH2:11]2)=[CH:5][CH:4]=1.C[CH2:43][N:44]=[C:45]=NCCCN(C)C.C1C=CC2N(O)N=NC=2C=1.CNC.CCN(C(C)C)C(C)C, predict the reaction product. The product is: [CH3:1][O:2][C:3]1[CH:4]=[CH:5][C:6]([N:9]([CH2:34][C:35]2[CH:36]=[N:37][CH:38]=[CH:39][C:40]=2[CH3:41])[CH:10]2[CH2:15][CH2:14][N:13]([C@H:16]([CH3:33])[CH2:17][CH2:18][NH:19][C:20](=[O:32])[C:21]3[C:22]([CH3:31])=[CH:23][C:24]([C:25]([N:44]([CH3:45])[CH3:43])=[O:27])=[CH:28][C:29]=3[CH3:30])[CH2:12][CH2:11]2)=[CH:7][CH:8]=1.